From a dataset of Peptide-MHC class II binding affinity with 134,281 pairs from IEDB. Regression. Given a peptide amino acid sequence and an MHC pseudo amino acid sequence, predict their binding affinity value. This is MHC class II binding data. (1) The peptide sequence is PFTVRYTTEGGTKTE. The MHC is HLA-DPA10201-DPB11401 with pseudo-sequence HLA-DPA10201-DPB11401. The binding affinity (normalized) is 0.0271. (2) The peptide sequence is GMLQIVDKIDAAFKI. The MHC is DRB1_0802 with pseudo-sequence DRB1_0802. The binding affinity (normalized) is 0.550. (3) The peptide sequence is TWHYCGSYVTKTSGS. The MHC is HLA-DQA10601-DQB10402 with pseudo-sequence HLA-DQA10601-DQB10402. The binding affinity (normalized) is 0.710. (4) The peptide sequence is KAGFVILKTFTPGAE. The MHC is DRB1_1101 with pseudo-sequence DRB1_1101. The binding affinity (normalized) is 0.640. (5) The peptide sequence is GSSIGKLFTQTMKGV. The MHC is DRB1_0404 with pseudo-sequence DRB1_0404. The binding affinity (normalized) is 0.199.